This data is from Reaction yield outcomes from USPTO patents with 853,638 reactions. The task is: Predict the reaction yield, written as a fraction of the theoretical maximum amount of product (1.0 means a 100% yield; for example, 0.34 means a 34% yield). (1) The reactants are C([O:4][C:5]1[CH:12]=[CH:11][C:8]([CH:9]=[CH2:10])=[CH:7][CH:6]=1)(=O)C.C[O-].[Na+]. The catalyst is C(OCC)(=O)C. The product is [OH:4][C:5]1[CH:12]=[CH:11][C:8]([CH:9]=[CH2:10])=[CH:7][CH:6]=1. The yield is 0.540. (2) The reactants are [C:1]([O:5][C:6]([NH:8][CH:9]1[CH2:12][C:11](=[CH:13][C:14]([O:16][CH2:17][CH3:18])=[O:15])[CH2:10]1)=[O:7])([CH3:4])([CH3:3])[CH3:2]. The catalyst is CO.[Pd]. The product is [C:1]([O:5][C:6]([NH:8][CH:9]1[CH2:10][CH:11]([CH2:13][C:14]([O:16][CH2:17][CH3:18])=[O:15])[CH2:12]1)=[O:7])([CH3:4])([CH3:3])[CH3:2]. The yield is 0.960. (3) The reactants are Cl[C:2]1[S:10][C:9]2[C:8]([C:11]([C:13]3[S:14][CH:15]=[CH:16][CH:17]=3)=[O:12])=[N:7][C:6]([NH:18][CH2:19][C:20]3[CH:21]=[N:22][CH:23]=[CH:24][CH:25]=3)=[N:5][C:4]=2[CH:3]=1.[CH3:26][NH:27][CH3:28].O. The catalyst is CC(N(C)C)=O. The product is [CH3:26][N:27]([CH3:28])[C:2]1[S:10][C:9]2[C:8]([C:11]([C:13]3[S:14][CH:15]=[CH:16][CH:17]=3)=[O:12])=[N:7][C:6]([NH:18][CH2:19][C:20]3[CH:21]=[N:22][CH:23]=[CH:24][CH:25]=3)=[N:5][C:4]=2[CH:3]=1. The yield is 0.420. (4) The reactants are [CH2:1]([N:8]1[CH:13]2[CH2:14][CH2:15][CH2:16][CH:9]1[CH2:10][C:11](=[O:17])[CH2:12]2)[C:2]1[CH:7]=[CH:6][CH:5]=[CH:4][CH:3]=1.OS(O)(=O)=O.[N-:23]=[N+]=[N-].[Na+].C([O-])([O-])=O.[K+].[K+].[OH-].[K+]. The catalyst is C(Cl)(Cl)Cl. The product is [CH2:1]([N:8]1[CH:13]2[CH2:14][CH2:15][CH2:16][CH:9]1[CH2:10][NH:23][C:11](=[O:17])[CH2:12]2)[C:2]1[CH:7]=[CH:6][CH:5]=[CH:4][CH:3]=1. The yield is 0.950.